Dataset: Full USPTO retrosynthesis dataset with 1.9M reactions from patents (1976-2016). Task: Predict the reactants needed to synthesize the given product. (1) Given the product [NH2:17][C:18]1[CH:25]=[C:24]([O:30][C@H:14]([CH3:15])[CH2:13][O:12][CH3:11])[C:21]([C:22]#[N:23])=[CH:20][N:19]=1, predict the reactants needed to synthesize it. The reactants are: C[Si]([N-][Si](C)(C)C)(C)C.[K+].[CH3:11][O:12][C@@H:13](O)[CH2:14][CH3:15].[NH2:17][C:18]1[CH:25]=[C:24](F)[C:21]([C:22]#[N:23])=[CH:20][N:19]=1.C1C[O:30]CC1. (2) Given the product [CH2:22]=[C:16]1[CH2:17][CH2:18][C:19]2([CH2:31][O:27][CH2:28]2)[CH2:20][CH2:21]1, predict the reactants needed to synthesize it. The reactants are: [I-].C[P+]([C:16]1[CH:21]=[CH:20][CH:19]=[CH:18][CH:17]=1)([C:16]1[CH:21]=[CH:20][CH:19]=[CH:18][CH:17]=1)[C:16]1[CH:21]=[CH:20][CH:19]=[CH:18][CH:17]=1.[CH2:22]([Li])CCC.[O:27]1[CH2:31]CC[CH2:28]1. (3) The reactants are: O(C(C)(C)C)[Na].[C:7]([C:10]1[CH:15]=[CH:14][CH:13]=[CH:12][CH:11]=1)(=[O:9])[CH3:8]. Given the product [CH3:8][CH:7]([OH:9])[C:10]1[CH:15]=[CH:14][CH:13]=[CH:12][CH:11]=1, predict the reactants needed to synthesize it. (4) Given the product [C:33]([OH:40])(=[O:39])/[CH:34]=[CH:35]\[C:36]([OH:38])=[O:37].[F:1][C:2]1[CH:7]=[C:6]([O:8][C:9]2[C:10]3[N:17]([CH3:18])[CH:16]=[CH:15][C:11]=3[N:12]=[CH:13][N:14]=2)[CH:5]=[CH:4][C:3]=1[NH:19][C:20]([NH:22][C:23]1[CH:28]=[CH:27][CH:26]=[C:25]([C:29]([F:31])([F:30])[F:32])[CH:24]=1)=[O:21], predict the reactants needed to synthesize it. The reactants are: [F:1][C:2]1[CH:7]=[C:6]([O:8][C:9]2[C:10]3[N:17]([CH3:18])[CH:16]=[CH:15][C:11]=3[N:12]=[CH:13][N:14]=2)[CH:5]=[CH:4][C:3]=1[NH:19][C:20]([NH:22][C:23]1[CH:28]=[CH:27][CH:26]=[C:25]([C:29]([F:32])([F:31])[F:30])[CH:24]=1)=[O:21].[C:33]([OH:40])(=[O:39])/[CH:34]=[CH:35]\[C:36]([OH:38])=[O:37].